This data is from Peptide-MHC class I binding affinity with 185,985 pairs from IEDB/IMGT. The task is: Regression. Given a peptide amino acid sequence and an MHC pseudo amino acid sequence, predict their binding affinity value. This is MHC class I binding data. (1) The peptide sequence is RGYVFQGL. The MHC is Patr-A0301 with pseudo-sequence Patr-A0301. The binding affinity (normalized) is 0. (2) The peptide sequence is SILDRIDTR. The MHC is HLA-A03:01 with pseudo-sequence HLA-A03:01. The binding affinity (normalized) is 0. (3) The peptide sequence is RQGKTPLTL. The MHC is HLA-A69:01 with pseudo-sequence HLA-A69:01. The binding affinity (normalized) is 0.0847. (4) The peptide sequence is WQQIGLVEV. The MHC is HLA-A80:01 with pseudo-sequence HLA-A80:01. The binding affinity (normalized) is 0.0847.